This data is from Forward reaction prediction with 1.9M reactions from USPTO patents (1976-2016). The task is: Predict the product of the given reaction. (1) Given the reactants CC1(C)[O:6][CH:5]([CH2:7][O:8][C:9]2[N:14]=[C:13]([C:15]([NH:17][C:18]3[N:22]4[N:23]=[C:24]([C:29]5[CH:34]=[CH:33][CH:32]=[CH:31][C:30]=5[C:35]([F:38])([F:37])[F:36])[C:25]([CH3:28])=[C:26]([CH3:27])[C:21]4=[N:20][CH:19]=3)=[O:16])[CH:12]=[CH:11][CH:10]=2)[CH2:4][O:3]1.Cl.O.C([O-])(O)=O.[Na+], predict the reaction product. The product is: [OH:6][CH:5]([CH2:4][OH:3])[CH2:7][O:8][C:9]1[N:14]=[C:13]([C:15]([NH:17][C:18]2[N:22]3[N:23]=[C:24]([C:29]4[CH:34]=[CH:33][CH:32]=[CH:31][C:30]=4[C:35]([F:36])([F:38])[F:37])[C:25]([CH3:28])=[C:26]([CH3:27])[C:21]3=[N:20][CH:19]=2)=[O:16])[CH:12]=[CH:11][CH:10]=1. (2) Given the reactants C([NH:5][CH2:6][CH2:7][O:8][C:9]1[CH:14]=[CH:13][C:12]([CH2:15][C:16]([O:18]C)=[O:17])=[CH:11][C:10]=1[O:20][CH3:21])(=O)CC.[ClH:22], predict the reaction product. The product is: [ClH:22].[NH2:5][CH2:6][CH2:7][O:8][C:9]1[CH:14]=[CH:13][C:12]([CH2:15][C:16]([OH:18])=[O:17])=[CH:11][C:10]=1[O:20][CH3:21]. (3) Given the reactants [C:1]([O:5][C:6](=[O:28])[NH:7][CH2:8][CH2:9][C:10]1[CH:11]=[C:12]2[C:17](=[C:18]([CH3:26])[C:19]=1[CH2:20][CH2:21][O:22]COC)[NH:16][C:15](=[O:27])[CH2:14][CH2:13]2)([CH3:4])([CH3:3])[CH3:2].Cl.[OH-].[Na+].C(OC(OC(C)(C)C)=O)(OC(C)(C)C)=O, predict the reaction product. The product is: [OH:22][CH2:21][CH2:20][C:19]1[C:18]([CH3:26])=[C:17]2[C:12]([CH2:13][CH2:14][C:15](=[O:27])[NH:16]2)=[CH:11][C:10]=1[CH2:9][CH2:8][NH:7][C:6](=[O:28])[O:5][C:1]([CH3:3])([CH3:2])[CH3:4]. (4) Given the reactants [CH3:1][CH2:2][CH2:3][NH:4][C:5]([CH2:8][CH:9]1[CH2:14][CH2:13][CH2:12][CH2:11][CH2:10]1)([CH3:7])[CH3:6].[CH3:15]CN(CC)CC.S(OS(C(F)(F)F)(=O)=O)(C(F)(F)F)(=O)=O.O, predict the reaction product. The product is: [CH3:15][CH2:1][CH2:2][CH2:3][NH:4][C:5]([CH2:8][C:9]1[CH:10]=[CH:11][CH:12]=[CH:13][CH:14]=1)([CH3:7])[CH3:6]. (5) Given the reactants [C:1]([C:4]1[CH:5]=[C:6]([CH:9]=[CH:10][CH:11]=1)[CH:7]=O)([OH:3])=[O:2].C([O-])([O-])=O.[K+].[K+].[CH3:18][O:19][C:20]([CH2:22]P(OC)(OC)=O)=[O:21], predict the reaction product. The product is: [CH3:18][O:19][C:20](=[O:21])/[CH:22]=[CH:7]/[C:6]1[CH:5]=[C:4]([CH:11]=[CH:10][CH:9]=1)[C:1]([OH:3])=[O:2].